Dataset: Full USPTO retrosynthesis dataset with 1.9M reactions from patents (1976-2016). Task: Predict the reactants needed to synthesize the given product. Given the product [CH2:27]([O:29][C:30](=[O:49])[C:31]([C:33]1[CH:38]=[CH:37][C:36]([C:21]2[CH:22]=[CH:23][C:18]([C:17]3[O:16][N:15]=[C:14]([CH3:25])[C:13]=3[NH:12][C:11]([O:10][C@@H:8]([C:3]3[CH:4]=[CH:5][CH:6]=[CH:7][C:2]=3[Cl:1])[CH3:9])=[O:26])=[CH:19][CH:20]=2)=[CH:35][CH:34]=1)([CH3:48])[CH3:32])[CH3:28], predict the reactants needed to synthesize it. The reactants are: [Cl:1][C:2]1[CH:7]=[CH:6][CH:5]=[CH:4][C:3]=1[C@H:8]([O:10][C:11](=[O:26])[NH:12][C:13]1[C:14]([CH3:25])=[N:15][O:16][C:17]=1[C:18]1[CH:23]=[CH:22][C:21](Br)=[CH:20][CH:19]=1)[CH3:9].[CH2:27]([O:29][C:30](=[O:49])[C:31]([CH3:48])([C:33]1[CH:38]=[CH:37][C:36](B2OC(C)(C)C(C)(C)O2)=[CH:35][CH:34]=1)[CH3:32])[CH3:28].